This data is from NCI-60 drug combinations with 297,098 pairs across 59 cell lines. The task is: Regression. Given two drug SMILES strings and cell line genomic features, predict the synergy score measuring deviation from expected non-interaction effect. (1) Drug 1: CS(=O)(=O)CCNCC1=CC=C(O1)C2=CC3=C(C=C2)N=CN=C3NC4=CC(=C(C=C4)OCC5=CC(=CC=C5)F)Cl. Drug 2: CC1CCCC2(C(O2)CC(NC(=O)CC(C(C(=O)C(C1O)C)(C)C)O)C(=CC3=CSC(=N3)C)C)C. Cell line: NCIH23. Synergy scores: CSS=56.4, Synergy_ZIP=9.13, Synergy_Bliss=9.61, Synergy_Loewe=-20.6, Synergy_HSA=7.14. (2) Drug 1: CC1C(C(=O)NC(C(=O)N2CCCC2C(=O)N(CC(=O)N(C(C(=O)O1)C(C)C)C)C)C(C)C)NC(=O)C3=C4C(=C(C=C3)C)OC5=C(C(=O)C(=C(C5=N4)C(=O)NC6C(OC(=O)C(N(C(=O)CN(C(=O)C7CCCN7C(=O)C(NC6=O)C(C)C)C)C)C(C)C)C)N)C. Drug 2: CC(C)NC(=O)C1=CC=C(C=C1)CNNC.Cl. Cell line: U251. Synergy scores: CSS=15.5, Synergy_ZIP=-0.985, Synergy_Bliss=1.38, Synergy_Loewe=-36.9, Synergy_HSA=0.550. (3) Drug 1: CC1=CC=C(C=C1)C2=CC(=NN2C3=CC=C(C=C3)S(=O)(=O)N)C(F)(F)F. Drug 2: C(CN)CNCCSP(=O)(O)O. Cell line: ACHN. Synergy scores: CSS=-5.19, Synergy_ZIP=2.92, Synergy_Bliss=0.761, Synergy_Loewe=-1.26, Synergy_HSA=-3.24. (4) Drug 1: CNC(=O)C1=CC=CC=C1SC2=CC3=C(C=C2)C(=NN3)C=CC4=CC=CC=N4. Drug 2: C1C(C(OC1N2C=C(C(=O)NC2=O)F)CO)O. Cell line: T-47D. Synergy scores: CSS=5.24, Synergy_ZIP=-0.317, Synergy_Bliss=3.42, Synergy_Loewe=2.69, Synergy_HSA=2.69. (5) Drug 1: CCC1=CC2CC(C3=C(CN(C2)C1)C4=CC=CC=C4N3)(C5=C(C=C6C(=C5)C78CCN9C7C(C=CC9)(C(C(C8N6C)(C(=O)OC)O)OC(=O)C)CC)OC)C(=O)OC.C(C(C(=O)O)O)(C(=O)O)O. Drug 2: CC(CN1CC(=O)NC(=O)C1)N2CC(=O)NC(=O)C2. Cell line: K-562. Synergy scores: CSS=73.9, Synergy_ZIP=-3.14, Synergy_Bliss=0.873, Synergy_Loewe=0.496, Synergy_HSA=3.69. (6) Drug 1: C1=CC(=CC=C1CCCC(=O)O)N(CCCl)CCCl. Drug 2: CCC(=C(C1=CC=CC=C1)C2=CC=C(C=C2)OCCN(C)C)C3=CC=CC=C3.C(C(=O)O)C(CC(=O)O)(C(=O)O)O. Cell line: CCRF-CEM. Synergy scores: CSS=46.0, Synergy_ZIP=-2.26, Synergy_Bliss=-4.54, Synergy_Loewe=-8.05, Synergy_HSA=-5.13.